This data is from Forward reaction prediction with 1.9M reactions from USPTO patents (1976-2016). The task is: Predict the product of the given reaction. (1) Given the reactants [NH2:1][C@@H:2]([CH2:5][CH:6]([C:9]1[CH:14]=[CH:13][CH:12]=[CH:11][CH:10]=1)[CH2:7][CH3:8])[CH2:3][OH:4].[N:15]#[C:16]Br, predict the reaction product. The product is: [C:9]1([CH:6]([CH2:7][CH3:8])[CH2:5][C@H:2]2[CH2:3][O:4][C:16]([NH2:15])=[N:1]2)[CH:10]=[CH:11][CH:12]=[CH:13][CH:14]=1. (2) The product is: [CH3:35][N:2]([CH3:1])[C:3]1[S:4][C@H:5]2[O:11][C@H:10]([C@@H:12]([OH:14])[CH3:13])[C@@H:9]([O:15][CH2:16][C:17]3[CH:18]=[CH:19][C:20]([O:23][CH3:24])=[CH:21][CH:22]=3)[C@H:8]([O:25][CH2:26][C:27]3[CH:32]=[CH:31][C:30]([O:33][CH3:34])=[CH:29][CH:28]=3)[C@H:6]2[N:7]=1. Given the reactants [CH3:1][N:2]([CH3:35])[C:3]1[S:4][C@H:5]2[O:11][C@H:10]([C:12](=[O:14])[CH3:13])[C@@H:9]([O:15][CH2:16][C:17]3[CH:22]=[CH:21][C:20]([O:23][CH3:24])=[CH:19][CH:18]=3)[C@H:8]([O:25][CH2:26][C:27]3[CH:32]=[CH:31][C:30]([O:33][CH3:34])=[CH:29][CH:28]=3)[C@H:6]2[N:7]=1.C(N(S(F)(F)F)CC)C.C(O)C, predict the reaction product. (3) Given the reactants Cl[C:2]1[C:11]([CH:12]=[O:13])=[CH:10][C:9]2[C:4](=[C:5]([CH3:14])[CH:6]=[CH:7][CH:8]=2)[N:3]=1.[F:15][C:16]1[CH:21]=[CH:20][CH:19]=[C:18]([O:22][CH3:23])[C:17]=1B(O)O.C(=O)([O-])[O-].[Na+].[Na+], predict the reaction product. The product is: [F:15][C:16]1[CH:21]=[CH:20][CH:19]=[C:18]([O:22][CH3:23])[C:17]=1[C:2]1[C:11]([CH:12]=[O:13])=[CH:10][C:9]2[C:4](=[C:5]([CH3:14])[CH:6]=[CH:7][CH:8]=2)[N:3]=1. (4) Given the reactants Cl[C:2]1[N:10]=[C:9](Cl)[CH:8]=[CH:7][C:3]=1[C:4]([NH2:6])=[O:5].[N:12]1[CH:17]=[CH:16][CH:15]=[C:14]([NH2:18])[CH:13]=1.[C@H:19]12[CH2:25][C@H:22]([NH:23][CH2:24]1)[CH2:21][N:20]2[C:26]([O:28]C(C)(C)C)=O.[C:33](O)(=O)[CH:34]=C, predict the reaction product. The product is: [C:26]([N:20]1[CH2:21][C@@H:22]2[CH2:25][C@H:19]1[CH2:24][N:23]2[C:9]1[CH:8]=[CH:7][C:3]([C:4]([NH2:6])=[O:5])=[C:2]([NH:18][C:14]2[CH:13]=[N:12][CH:17]=[CH:16][CH:15]=2)[N:10]=1)(=[O:28])[CH:33]=[CH2:34]. (5) Given the reactants [OH:1][C:2]1[CH:3]=[C:4]([C:10]2[CH:15]=[CH:14][CH:13]=[C:12]([CH:16]=O)[CH:11]=2)[CH:5]=[C:6]([O:8][CH3:9])[CH:7]=1.[NH2:18][CH2:19][CH2:20][C@H:21]1[O:25][C:24](=[O:26])[N:23]([C:27]2[CH:37]=[CH:36][C:30]3[S:31][CH2:32][C:33](=[O:35])[NH:34][C:29]=3[CH:28]=2)[CH2:22]1, predict the reaction product. The product is: [OH:1][C:2]1[CH:3]=[C:4]([C:10]2[CH:15]=[CH:14][CH:13]=[C:12]([CH2:16][NH:18][CH2:19][CH2:20][C@H:21]3[O:25][C:24](=[O:26])[N:23]([C:27]4[CH:37]=[CH:36][C:30]5[S:31][CH2:32][C:33](=[O:35])[NH:34][C:29]=5[CH:28]=4)[CH2:22]3)[CH:11]=2)[CH:5]=[C:6]([O:8][CH3:9])[CH:7]=1.